Dataset: CYP1A2 inhibition data for predicting drug metabolism from PubChem BioAssay. Task: Regression/Classification. Given a drug SMILES string, predict its absorption, distribution, metabolism, or excretion properties. Task type varies by dataset: regression for continuous measurements (e.g., permeability, clearance, half-life) or binary classification for categorical outcomes (e.g., BBB penetration, CYP inhibition). Dataset: cyp1a2_veith. (1) The compound is O=C1Oc2ccccc2C2(O)C3CCCCCC3C12. The result is 0 (non-inhibitor). (2) The drug is Clc1ccc(COC(Cn2ccnc2)c2ccc(Cl)cc2Cl)c(Cl)c1. The result is 1 (inhibitor).